Task: Regression. Given a target protein amino acid sequence and a drug SMILES string, predict the binding affinity score between them. We predict pKi (pKi = -log10(Ki in M); higher means stronger inhibition). Dataset: bindingdb_ki.. Dataset: Drug-target binding data from BindingDB using Ki measurements (1) The small molecule is CN(C(=O)c1cccc(N=[N+]=[N-])c1)[C@@H](Cc1ccc(O)cc1)C(=O)N[C@@H](Cc1ccccc1)C(=O)N[C@@H](CCC(N)=O)C(=O)N[C@@H](CC(N)=O)C(=O)N[C@@H](CCCNC(=N)N)C(=O)N1CCC[C@H]1C(=O)N[C@@H](CCCNC(=N)N)C(=O)N[C@@H](Cc1ccc(O)cc1)C(N)=O. The target protein (P30560) has sequence MSFPRGSQDRSVGNSSPWWPLTTEGSNGSQEAARLGEGDSPLGDVRNEELAKLEIAVLAVIFVVAVLGNSSVLLALHRTPRKTSRMHLFIRHLSLADLAVAFFQVLPQLCWDITYRFRGPDWLCRVVKHLQVFAMFASAYMLVVMTADRYIAVCHPLKTLQQPARRSRLMIATSWVLSFILSTPQYFIFSVIEIEVNNGTKTQDCWATFIQPWGTRAYVTWMTSGVFVAPVVVLGTCYGFICYHIWRNIRGKTASSRHSKGDKGSGEAVGPFHKGLLVTPCVSSVKSISRAKIRTVKMTFVIVSAYILCWAPFFIVQMWSVWDENFIWTDSENPSITITALLASLNSCCNPWIYMFFSGHLLQDCVQSFPCCHSMAQKFAKDDSDSMSRRQTSYSNNRSPTNSTGMWKDSPKSSKSIRFIPVST. The pKi is 7.8. (2) The compound is O=c1cccc2n1CC1CNCC2C1. The target protein (P30926) has sequence MRRAPSLVLFFLVALCGRGNCRVANAEEKLMDDLLNKTRYNNLIRPATSSSQLISIKLQLSLAQLISVNEREQIMTTNVWLKQEWTDYRLTWNSSRYEGVNILRIPAKRIWLPDIVLYNNADGTYEVSVYTNLIVRSNGSVLWLPPAIYKSACKIEVKYFPFDQQNCTLKFRSWTYDHTEIDMVLMTPTASMDDFTPSGEWDIVALPGRRTVNPQDPSYVDVTYDFIIKRKPLFYTINLIIPCVLTTLLAILVFYLPSDCGEKMTLCISVLLALTFFLLLISKIVPPTSLDVPLIGKYLMFTMVLVTFSIVTSVCVLNVHHRSPSTHTMAPWVKRCFLHKLPTFLFMKRPGPDSSPARAFPPSKSCVTKPEATATSTSPSNFYGNSMYFVNPASAASKSPAGSTPVAIPRDFWLRSSGRFRQDVQEALEGVSFIAQHMKNDDEDQSVVEDWKYVAMVVDRLFLWVFMFVCVLGTVGLFLPPLFQTHAASEGPYAAQRD. The pKi is 6.8. (3) The compound is N[C@@H](CCSC[C@H](O)[C@@H](O)C(=O)NO)C(=O)O. The target protein (P45578) has sequence MPLLDSFTVDHTRMEAPAVRVAKTMNTPHGDAITVFDLRFCVPNKEVMPERGIHTLEHLFAGFMRNHLNGNGVEIIDISPMGCRTGFYMSLIGTPDEQRVADAWKAAMEDVLKVQDQNQIPELNVYQCGTYQMHSLQEAQDIARSILERDVRINSNEELALPKEKLQELHI. The pKi is 4.9. (4) The compound is COc1ccccc1N1CCN(CCCCn2ncc(=O)n(C)c2=O)CC1. The target protein (Q1JQA3) has sequence MIQAILVFNNHGKPRLVRFYQRFPEEIQQQIVRETFHLVLKRDDNICNFLEGGSLIGGSDYKLIYRHYATLYFVFCVDSSESELGILDLIQVFVETLDKCFENVCELDLIFHMDKVHYILQEVVMGGMVLETNMNEIVAQIEAQNRLEKSEGGLSAAPARAVSAVKNINLPEMPRNINIGDLNIKVPNLSQFV. The pKi is 6.9. (5) The compound is CCc1noc(CC)c1-c1cc2[nH]c3ccnc(Cl)c3c2cc1OC. The target protein sequence is KHAAYAWPFYKPVDAEALELHDYHDIIKHPMDLSTVKRKMDGREYPDAQGFAADVRLMFSNCYKYNPPDHEVV. The pKi is 5.5. (6) The drug is CN[C@@H]1CCN(c2cc(NCC3CC3)nc(N)n2)C1. The target protein (Q91ZY2) has sequence MSESNSTGILPPAAQVPLAFLMSSFAFAIMVGNAVVILAFVVDRNLRHRSNYFFLNLAISDFLVGLISIPLYIPHVLFNWNFGSGICMFWLITDYLLCTASVYNIVLISYDRYQSVSNAVSYRAQHTGIMKIVAQMVAVWILAFLVNGPMILASDSWKNSTNTKDCEPGFVTEWYILTITMLLEFLLPVISVAYFNVQIYWSLWKRRALSRCPSHAGFSTTSSSASGHLHRAGVACRTSNPGLKESAASRHSESPRRKSSILVSLRTHMNSSITAFKVGSFWRSESAALRQREYAELLRGRKLARSLAILLSAFAICWAPYCLFTIVLSTYPRTERPKSVWYSIAFWLQWFNSFVNPFLYPLCHRRFQKAFWKILCVTKQPALSQNQSVSS. The pKi is 7.7.